This data is from Full USPTO retrosynthesis dataset with 1.9M reactions from patents (1976-2016). The task is: Predict the reactants needed to synthesize the given product. (1) Given the product [CH3:35][O:34][C:28]1[CH:27]=[C:26]([C@@H:23]([NH:22][C:2]2[CH:3]=[C:4]3[C:9](=[CH:10][C:11]=2[N+:12]([O-:14])=[O:13])[NH:8][C:7](=[O:15])[N:6]([NH:16][S:17]([CH3:20])(=[O:19])=[O:18])[C:5]3=[O:21])[CH2:24][OH:25])[CH:31]=[CH:30][C:29]=1[O:32][CH3:33], predict the reactants needed to synthesize it. The reactants are: F[C:2]1[CH:3]=[C:4]2[C:9](=[CH:10][C:11]=1[N+:12]([O-:14])=[O:13])[NH:8][C:7](=[O:15])[N:6]([NH:16][S:17]([CH3:20])(=[O:19])=[O:18])[C:5]2=[O:21].[NH2:22][C@H:23]([C:26]1[CH:31]=[CH:30][C:29]([O:32][CH3:33])=[C:28]([O:34][CH3:35])[CH:27]=1)[CH2:24][OH:25]. (2) Given the product [Cl:1][C:2]1[CH:7]=[C:6]([O:8][C:9]2[CH:14]=[CH:13][C:12]([CH2:15][O:16][C:31]3[CH:32]=[C:33]4[NH:25][C:26]([CH3:37])([CH3:36])[CH2:27][N:28]4[C:29](=[O:35])[N:30]=3)=[CH:11][C:10]=2[F:17])[CH:5]=[CH:4][N:3]=1, predict the reactants needed to synthesize it. The reactants are: [Cl:1][C:2]1[CH:7]=[C:6]([O:8][C:9]2[CH:14]=[CH:13][C:12]([CH2:15][OH:16])=[CH:11][C:10]=2[F:17])[CH:5]=[CH:4][N:3]=1.C(OC([N:25]1[C:33]2[N:28]([C:29](=[O:35])[N:30]=[C:31](Cl)[CH:32]=2)[CH2:27][C:26]1([CH3:37])[CH3:36])=O)(C)(C)C. (3) Given the product [CH3:18][O:19][C:20]([C:21]1([C:22]([O:24][C:25]([CH3:28])([CH3:27])[CH3:26])=[O:23])[CH2:15][CH2:14][N:10]([C:9]([O:8][CH2:1][C:2]2[CH:7]=[CH:6][CH:5]=[CH:4][CH:3]=2)=[O:17])[CH2:11][CH2:12]1)=[O:29], predict the reactants needed to synthesize it. The reactants are: [CH2:1]([O:8][C:9](=[O:17])[N:10]([CH2:14][CH2:15]Cl)[CH2:11][CH2:12]Cl)[C:2]1[CH:7]=[CH:6][CH:5]=[CH:4][CH:3]=1.[CH3:18][O:19][C:20](=[O:29])[CH2:21][C:22]([O:24][C:25]([CH3:28])([CH3:27])[CH3:26])=[O:23].C(=O)([O-])[O-].[K+].[K+]. (4) Given the product [Cl:33][C:34]1[C:35]2[CH:45]=[CH:44][CH:43]=[CH:42][C:36]=2[S:37][C:38]=1[C:39]([N:17]([CH2:16][C:10]1[CH:9]=[C:8]([C:5]2[CH:4]=[CH:3][C:2]([Cl:1])=[CH:7][CH:6]=2)[CH:13]=[CH:12][C:11]=1[O:14][CH3:15])[CH:18]1[CH2:19][CH2:20][CH:21]([N:24]([CH3:32])[C:25](=[O:31])[O:26][C:27]([CH3:29])([CH3:28])[CH3:30])[CH2:22][CH2:23]1)=[O:40], predict the reactants needed to synthesize it. The reactants are: [Cl:1][C:2]1[CH:7]=[CH:6][C:5]([C:8]2[CH:13]=[CH:12][C:11]([O:14][CH3:15])=[C:10]([CH2:16][NH:17][CH:18]3[CH2:23][CH2:22][CH:21]([N:24]([CH3:32])[C:25](=[O:31])[O:26][C:27]([CH3:30])([CH3:29])[CH3:28])[CH2:20][CH2:19]3)[CH:9]=2)=[CH:4][CH:3]=1.[Cl:33][C:34]1[C:35]2[CH:45]=[CH:44][CH:43]=[CH:42][C:36]=2[S:37][C:38]=1[C:39](Cl)=[O:40]. (5) The reactants are: [Cl:1][C:2]1[CH:3]=[CH:4][C:5]([C:28]([F:31])([F:30])[F:29])=[C:6]([CH:27]=1)[CH2:7][N:8]1[CH2:13][CH2:12][NH:11][C:10]2[N:14]=[CH:15][C:16]([C:18]3[CH:26]=[CH:25][C:21]([C:22](O)=[O:23])=[CH:20][CH:19]=3)=[CH:17][C:9]1=2.[F:32][C:33]1[CH:47]=[CH:46][C:36]2[C:37]([CH:40]3[CH2:45][CH2:44][NH:43][CH2:42][CH2:41]3)=[N:38][O:39][C:35]=2[CH:34]=1. Given the product [Cl:1][C:2]1[CH:3]=[CH:4][C:5]([C:28]([F:30])([F:29])[F:31])=[C:6]([CH:27]=1)[CH2:7][N:8]1[CH2:13][CH2:12][NH:11][C:10]2[N:14]=[CH:15][C:16]([C:18]3[CH:19]=[CH:20][C:21]([C:22]([N:43]4[CH2:42][CH2:41][CH:40]([C:37]5[C:36]6[CH:46]=[CH:47][C:33]([F:32])=[CH:34][C:35]=6[O:39][N:38]=5)[CH2:45][CH2:44]4)=[O:23])=[CH:25][CH:26]=3)=[CH:17][C:9]1=2, predict the reactants needed to synthesize it. (6) Given the product [F:12][C:11]([F:14])([F:13])[C:8]1[N:6]2[N:7]=[C:2]([NH2:16])[CH:3]=[CH:4][C:5]2=[N:10][N:9]=1, predict the reactants needed to synthesize it. The reactants are: Cl[C:2]1[CH:3]=[CH:4][C:5]2[N:6]([C:8]([C:11]([F:14])([F:13])[F:12])=[N:9][N:10]=2)[N:7]=1.[OH-].[NH4+:16].O.CCOC(C)=O. (7) Given the product [CH3:1][N:2]([C@@H:13]1[CH2:22][C:21]2[C:16](=[CH:17][CH:18]=[CH:19][CH:20]=2)[N:15]([C:30]([NH:37][O:35][CH3:36])=[O:31])[CH2:14]1)[C:3](=[O:12])[O:4][CH2:5][C:6]1[CH:7]=[CH:8][CH:9]=[CH:10][CH:11]=1, predict the reactants needed to synthesize it. The reactants are: [CH3:1][N:2]([C@@H:13]1[CH2:22][C:21]2[C:16](=[CH:17][CH:18]=[CH:19][CH:20]=2)[NH:15][CH2:14]1)[C:3](=[O:12])[O:4][CH2:5][C:6]1[CH:11]=[CH:10][CH:9]=[CH:8][CH:7]=1.C(N(CC)CC)C.[C:30](Cl)(Cl)=[O:31].Cl.[O:35]([NH2:37])[CH3:36].